This data is from Full USPTO retrosynthesis dataset with 1.9M reactions from patents (1976-2016). The task is: Predict the reactants needed to synthesize the given product. Given the product [Cl:28][C:2]([Cl:1])=[CH:3][CH2:4][S:5][C:6]1[CH:11]=[CH:10][C:9]([N:12]([CH3:26])[C:13]([N:15]([C:16](=[O:25])[C:17]2[C:22]([F:23])=[CH:21][CH:20]=[CH:19][C:18]=2[F:24])[CH3:31])=[O:14])=[C:8]([F:27])[CH:7]=1, predict the reactants needed to synthesize it. The reactants are: [Cl:1][C:2]([Cl:28])=[CH:3][CH2:4][S:5][C:6]1[CH:11]=[CH:10][C:9]([N:12]([CH3:26])[C:13]([NH:15][C:16](=[O:25])[C:17]2[C:22]([F:23])=[CH:21][CH:20]=[CH:19][C:18]=2[F:24])=[O:14])=[C:8]([F:27])[CH:7]=1.[OH-].[Na+].[CH3:31]I.[Cl-].[NH4+].